Task: Predict the product of the given reaction.. Dataset: Forward reaction prediction with 1.9M reactions from USPTO patents (1976-2016) (1) Given the reactants C([O:8][CH2:9][CH2:10][CH2:11][N:12]1[CH:25]2[C:16]([S:28]([C:31]3[CH:36]=[CH:35][C:34]([Cl:37])=[CH:33][CH:32]=3)(=[O:30])=[O:29])([C:17]3[C:22]([O:23][CH2:24]2)=[C:21]([F:26])[CH:20]=[CH:19][C:18]=3[F:27])[CH2:15][CH2:14][CH2:13]1)C1C=CC=CC=1, predict the reaction product. The product is: [Cl:37][C:34]1[CH:35]=[CH:36][C:31]([S:28]([C:16]23[C:17]4[C:22](=[C:21]([F:26])[CH:20]=[CH:19][C:18]=4[F:27])[O:23][CH2:24][CH:25]2[N:12]([CH2:11][CH2:10][CH2:9][OH:8])[CH2:13][CH2:14][CH2:15]3)(=[O:29])=[O:30])=[CH:32][CH:33]=1. (2) Given the reactants [NH:1]1[CH2:8][CH2:7][CH2:6][C@@H:2]1[C:3]([OH:5])=[O:4].[OH-].[Na+].[CH3:11][O:12][C:13]1[CH:18]=[CH:17][C:16]([CH2:19][C:20](Cl)=[O:21])=[CH:15][CH:14]=1, predict the reaction product. The product is: [CH3:11][O:12][C:13]1[CH:18]=[CH:17][C:16]([CH2:19][C:20]([N:1]2[CH2:8][CH2:7][CH2:6][C@@H:2]2[C:3]([OH:5])=[O:4])=[O:21])=[CH:15][CH:14]=1. (3) Given the reactants FC(F)(F)C(O)=O.C(OC([NH:15][C@@H:16]([CH2:61][S:62][S:63][C:64]([CH3:67])([CH3:66])[CH3:65])[C:17]([O:19][C@H:20]1[C@@H:24]([OH:25])[C@H:23]([N:26]2[CH:34]=[N:33][C:32]3[C:27]2=[N:28][CH:29]=[N:30][C:31]=3[NH2:35])[O:22][C@@H:21]1[CH2:36][O:37][P:38]([O:41][C@H:42]1[CH2:46][C@H:45]([N:47]2[CH:52]=[CH:51][C:50]([NH2:53])=[N:49][C:48]2=[O:54])[O:44][C@@H:43]1[CH2:55][O:56][P:57]([OH:60])([OH:59])=[O:58])([OH:40])=[O:39])=[O:18])=O)(C)(C)C, predict the reaction product. The product is: [NH2:15][C@@H:16]([CH2:61][S:62][S:63][C:64]([CH3:67])([CH3:66])[CH3:65])[C:17]([O:19][C@H:20]1[C@@H:24]([OH:25])[C@H:23]([N:26]2[CH:34]=[N:33][C:32]3[C:27]2=[N:28][CH:29]=[N:30][C:31]=3[NH2:35])[O:22][C@@H:21]1[CH2:36][O:37][P:38]([O:41][C@H:42]1[CH2:46][C@H:45]([N:47]2[CH:52]=[CH:51][C:50]([NH2:53])=[N:49][C:48]2=[O:54])[O:44][C@@H:43]1[CH2:55][O:56][P:57]([OH:59])([OH:60])=[O:58])([OH:40])=[O:39])=[O:18]. (4) Given the reactants [CH:1](/[C:4]1[C:16]2[O:15][N:14]=[C:13]([CH2:17][CH2:18][CH:19]3[CH2:24][CH2:23][N:22]([CH2:25][C:26]4[S:30][C:29]([C:31]#[N:32])=[CH:28][CH:27]=4)[CH2:21][CH2:20]3)[C:12]=2[CH:11]=[C:10]2[C:5]=1[CH:6]=[CH:7][CH:8]=[CH:9]2)=C\C.C(/C1C2[O:47]N=C(CCC3CCN(CC4SC(C#N)=CC=4)CC3)C=2C=C2C=1C=CC=C2)=C/C, predict the reaction product. The product is: [CH:1]([C:4]1[C:16]2[O:15][N:14]=[C:13]([CH2:17][CH2:18][CH:19]3[CH2:20][CH2:21][N:22]([CH2:25][C:26]4[S:30][C:29]([C:31]#[N:32])=[CH:28][CH:27]=4)[CH2:23][CH2:24]3)[C:12]=2[CH:11]=[C:10]2[C:5]=1[CH:6]=[CH:7][CH:8]=[CH:9]2)=[O:47].